The task is: Predict the product of the given reaction.. This data is from Forward reaction prediction with 1.9M reactions from USPTO patents (1976-2016). Given the reactants [OH:1][C@H:2]1[C:6]([CH3:8])([CH3:7])[CH2:5][O:4][C:3]1=[O:9].C(N(C(C)C)CC)(C)C.[C:19](Cl)(=[O:22])[CH:20]=[CH2:21].Cl, predict the reaction product. The product is: [CH3:7][C:6]1([CH3:8])[CH2:5][O:4][C:3](=[O:9])[CH:2]1[O:1][C:19](=[O:22])[CH:20]=[CH2:21].